From a dataset of Catalyst prediction with 721,799 reactions and 888 catalyst types from USPTO. Predict which catalyst facilitates the given reaction. (1) Reactant: [F:8][C:7]([F:10])([F:9])[C:6](O[C:6](=[O:11])[C:7]([F:10])([F:9])[F:8])=[O:11].[C:14]1([CH:20]2[CH2:24][CH2:23][CH2:22][NH:21]2)[CH:19]=[CH:18][CH:17]=[CH:16][CH:15]=1.C(N(CC)CC)C. Product: [F:10][C:7]([F:8])([F:9])[C:6]([N:21]1[CH2:22][CH2:23][CH2:24][CH:20]1[C:14]1[CH:19]=[CH:18][CH:17]=[CH:16][CH:15]=1)=[O:11]. The catalyst class is: 2. (2) Reactant: C(=O)([O-])[O-].[Na+].[Na+].C(O)(=O)[CH2:8][CH3:9].[C:12](OC=C)(=O)[CH3:13].[O:18]1[CH2:21][C:20]([CH2:24][OH:25])([CH2:22][OH:23])[CH2:19]1. Product: [CH:12]([O:23][CH2:22][C:20]1([CH2:24][O:25][CH:8]=[CH2:9])[CH2:21][O:18][CH2:19]1)=[CH2:13]. The catalyst class is: 11. (3) Reactant: Cl[C:2]1[N:7]=[C:6]([C:8](OC)=[O:9])[CH:5]=[CH:4][C:3]=1[CH2:12][NH:13][CH2:14][CH2:15][OH:16].C([O-])([O-])=O.[K+].[K+].[CH:23]([OH:26])([CH3:25])[CH3:24]. Product: [O:16]1[C:2]2[N:7]=[C:6]([C:8]([O:26][CH:23]([CH3:25])[CH3:24])=[O:9])[CH:5]=[CH:4][C:3]=2[CH2:12][NH:13][CH2:14][CH2:15]1. The catalyst class is: 205. (4) Reactant: N(C(OC(C)C)=O)=NC(OC(C)C)=O.[Cl:15][C:16]1[S:47][C:19]2[C:20]3([CH2:30][CH2:29][N:28]([CH2:31][C:32]4[C:33]([CH3:46])=[N:34][N:35]([C:37]5[C:42]([F:43])=[CH:41][CH:40]=[CH:39][C:38]=5[CH2:44]O)[CH:36]=4)[CH2:27][CH2:26]3)[O:21][CH2:22][C:23]([F:25])([F:24])[C:18]=2[CH:17]=1.[C:48]1(=[O:58])[NH:52][C:51](=[O:53])[C:50]2=[CH:54][CH:55]=[CH:56][CH:57]=[C:49]12.C1(P(C2C=CC=CC=2)C2C=CC=CC=2)C=CC=CC=1. Product: [Cl:15][C:16]1[S:47][C:19]2[C:20]3([CH2:30][CH2:29][N:28]([CH2:31][C:32]4[C:33]([CH3:46])=[N:34][N:35]([C:37]5[C:42]([F:43])=[CH:41][CH:40]=[CH:39][C:38]=5[CH2:44][N:52]5[C:48](=[O:58])[C:49]6[C:50](=[CH:54][CH:55]=[CH:56][CH:57]=6)[C:51]5=[O:53])[CH:36]=4)[CH2:27][CH2:26]3)[O:21][CH2:22][C:23]([F:24])([F:25])[C:18]=2[CH:17]=1. The catalyst class is: 11. (5) Reactant: [OH:1][CH2:2][CH2:3][CH2:4][NH:5][C:6]1[C:7]2[N:8]([C:20]([CH:23]=[O:24])=[CH:21][N:22]=2)[C:9]2[C:14]([N:15]=1)=[CH:13][C:12]([C:16]([F:19])([F:18])[F:17])=[CH:11][CH:10]=2.[BH4-].[Na+]. Product: [OH:24][CH2:23][C:20]1[N:8]2[C:9]3[C:14]([N:15]=[C:6]([NH:5][CH2:4][CH2:3][CH2:2][OH:1])[C:7]2=[N:22][CH:21]=1)=[CH:13][C:12]([C:16]([F:17])([F:19])[F:18])=[CH:11][CH:10]=3. The catalyst class is: 24.